Predict which catalyst facilitates the given reaction. From a dataset of Catalyst prediction with 721,799 reactions and 888 catalyst types from USPTO. (1) Reactant: [F:1][CH2:2][CH2:3]O.C(N(CC)CC)C.S(Cl)(C)(=O)=O.[N+:17]([C:20]1[CH:21]=[CH:22][C:23]2[O:29][CH2:28][CH2:27][NH:26][CH2:25][C:24]=2[CH:30]=1)([O-:19])=[O:18].CCN(C(C)C)C(C)C. Product: [F:1][CH2:2][CH2:3][N:26]1[CH2:25][C:24]2[CH:30]=[C:20]([N+:17]([O-:19])=[O:18])[CH:21]=[CH:22][C:23]=2[O:29][CH2:28][CH2:27]1. The catalyst class is: 4. (2) Reactant: C([O:8][C:9]1[C:14]([F:15])=[CH:13][C:12]([N+:16]([O-])=O)=[CH:11][C:10]=1[F:19])C1C=CC=CC=1. Product: [NH2:16][C:12]1[CH:13]=[C:14]([F:15])[C:9]([OH:8])=[C:10]([F:19])[CH:11]=1. The catalyst class is: 29. (3) Reactant: [Cl:1][C:2]1[CH:10]=[CH:9][CH:8]=[C:7]2[C:3]=1[C:4]([C:17]([O:19]C)=[O:18])=[CH:5][N:6]2[CH2:11][CH2:12][O:13][CH:14]([F:16])[F:15].[OH-].[Na+]. Product: [Cl:1][C:2]1[CH:10]=[CH:9][CH:8]=[C:7]2[C:3]=1[C:4]([C:17]([OH:19])=[O:18])=[CH:5][N:6]2[CH2:11][CH2:12][O:13][CH:14]([F:16])[F:15]. The catalyst class is: 5. (4) Reactant: [OH:1][CH:2]([C:18]1[CH:23]=[CH:22][C:21]([O:24][C:25]2[CH:30]=[CH:29][CH:28]=[CH:27][CH:26]=2)=[CH:20][CH:19]=1)[CH:3]([CH2:7][C:8]1[CH:13]=[CH:12][C:11]([C:14]([F:17])([F:16])[F:15])=[CH:10][CH:9]=1)C(O)=O.C1(P(N=[N+]=[N-])(C2C=CC=CC=2)=O)C=CC=CC=1.C([N:50]([CH2:53]C)CC)C.[OH2:55]. Product: [O:24]([C:21]1[CH:20]=[CH:19][C:18]([CH:2]2[O:1][C:53](=[O:55])[NH:50][CH:3]2[CH2:7][C:8]2[CH:13]=[CH:12][C:11]([C:14]([F:15])([F:17])[F:16])=[CH:10][CH:9]=2)=[CH:23][CH:22]=1)[C:25]1[CH:26]=[CH:27][CH:28]=[CH:29][CH:30]=1. The catalyst class is: 7. (5) Reactant: [NH2:1][C:2]1[CH:17]=[C:16]([F:18])[CH:15]=[CH:14][C:3]=1[C:4]([NH:6][C:7]1[CH:12]=[CH:11][CH:10]=[CH:9][C:8]=1[Cl:13])=[O:5].[Cl:19][CH2:20][C:21](Cl)=O. Product: [Cl:19][CH2:20][C:21]1[N:6]([C:7]2[CH:12]=[CH:11][CH:10]=[CH:9][C:8]=2[Cl:13])[C:4](=[O:5])[C:3]2[C:2](=[CH:17][C:16]([F:18])=[CH:15][CH:14]=2)[N:1]=1. The catalyst class is: 15.